From a dataset of Reaction yield outcomes from USPTO patents with 853,638 reactions. Predict the reaction yield, written as a fraction of the theoretical maximum amount of product (1.0 means a 100% yield; for example, 0.34 means a 34% yield). (1) The reactants are O1CCCC1.C([NH:13][C:14]1[C:15]([CH3:27])=[C:16]([CH3:26])[C:17]2[O:21][C:20]([CH3:23])([CH3:22])[C:19](=[O:24])[C:18]=2[CH:25]=1)C1C=CC=CC=1. The catalyst is [C].[Pd].CO. The product is [NH2:13][C:14]1[C:15]([CH3:27])=[C:16]([CH3:26])[C:17]2[O:21][C:20]([CH3:22])([CH3:23])[C:19](=[O:24])[C:18]=2[CH:25]=1. The yield is 1.00. (2) The reactants are Br[CH2:2][C:3]1[S:4][C:5]2[N:6]=[C:7]([N:18]3[C:22]4[CH:23]=[CH:24][CH:25]=[CH:26][C:21]=4[N:20]=[C:19]3[CH2:27][CH3:28])[N:8]=[C:9]([N:12]3[CH2:17][CH2:16][O:15][CH2:14][CH2:13]3)[C:10]=2[N:11]=1.[CH3:29][O:30][P:31]([O:34]C)[O:32][CH3:33]. No catalyst specified. The product is [CH3:29][O:30][P:31]([CH2:2][C:3]1[S:4][C:5]2[N:6]=[C:7]([N:18]3[C:22]4[CH:23]=[CH:24][CH:25]=[CH:26][C:21]=4[N:20]=[C:19]3[CH2:27][CH3:28])[N:8]=[C:9]([N:12]3[CH2:17][CH2:16][O:15][CH2:14][CH2:13]3)[C:10]=2[N:11]=1)(=[O:34])[O:32][CH3:33]. The yield is 0.870. (3) The reactants are CI.[NH:3]1[CH2:9][CH2:8][CH2:7][CH2:6][NH:5][C:4]1=[S:10].[CH3:11]CO. The catalyst is CC(C)=O. The product is [CH3:11][S:10][C:4]1[NH:3][CH2:9][CH2:8][CH2:7][CH2:6][N:5]=1. The yield is 0.860. (4) The reactants are [C:1](NCCCC(O)=O)([O:3][C:4]([CH3:7])([CH3:6])[CH3:5])=[O:2].[NH2:15][C:16]1[CH:17]=[C:18]([C:24]([C:28]2[CH:33]=[CH:32][C:31]([O:34][CH3:35])=[C:30]([O:36][CH2:37][CH3:38])[CH:29]=2)=[CH:25][C:26]#[N:27])[CH:19]=[CH:20][C:21]=1[O:22][CH3:23].[CH:39]1([N:45]=C=[N:45][CH:39]2CC[CH2:42][CH2:41][CH2:40]2)CC[CH2:42][CH2:41][CH2:40]1.[OH:54]N1C2C=CC=CC=2N=N1. The catalyst is CN(C=O)C.C(OCC)(=O)C. The product is [C:1]([N:15]([C:16]1[CH:17]=[C:18]([C:24]([C:28]2[CH:33]=[CH:32][C:31]([O:34][CH3:35])=[C:30]([O:36][CH2:37][CH3:38])[CH:29]=2)=[CH:25][C:26]#[N:27])[CH:19]=[CH:20][C:21]=1[O:22][CH3:23])[C:42](=[O:54])[CH2:41][CH2:40][CH2:39][NH2:45])([O:3][C:4]([CH3:5])([CH3:6])[CH3:7])=[O:2]. The yield is 0.890. (5) The reactants are [F:1][C:2]1[CH:3]=[C:4]([OH:8])[CH:5]=[CH:6][CH:7]=1.[Br:9][CH2:10][CH2:11][CH2:12]Br.C([O-])([O-])=O.[Cs+].[Cs+]. The catalyst is C(#N)C. The product is [F:1][C:2]1[CH:3]=[C:4]([O:8][CH2:12][CH2:11][CH2:10][Br:9])[CH:5]=[CH:6][CH:7]=1. The yield is 0.132.